Dataset: Full USPTO retrosynthesis dataset with 1.9M reactions from patents (1976-2016). Task: Predict the reactants needed to synthesize the given product. (1) Given the product [CH:1]1([N:6]2[CH2:7][CH2:8][N:9]([C:12]([C:14]3[CH:15]=[C:16]4[C:20](=[CH:21][CH:22]=3)[N:19]([C:38]3[CH:39]=[CH:40][C:35]([C:34]([F:45])([F:44])[F:33])=[CH:36][CH:37]=3)[C:18]([C:23]([N:25]3[CH2:26][CH2:27][C:28]([F:31])([F:32])[CH2:29][CH2:30]3)=[O:24])=[CH:17]4)=[O:13])[CH2:10][CH2:11]2)[CH2:5][CH2:4][CH2:3][CH2:2]1, predict the reactants needed to synthesize it. The reactants are: [CH:1]1([N:6]2[CH2:11][CH2:10][N:9]([C:12]([C:14]3[CH:15]=[C:16]4[C:20](=[CH:21][CH:22]=3)[NH:19][C:18]([C:23]([N:25]3[CH2:30][CH2:29][C:28]([F:32])([F:31])[CH2:27][CH2:26]3)=[O:24])=[CH:17]4)=[O:13])[CH2:8][CH2:7]2)[CH2:5][CH2:4][CH2:3][CH2:2]1.[F:33][C:34]([F:45])([F:44])[C:35]1[CH:40]=[CH:39][C:38](B(O)O)=[CH:37][CH:36]=1.N1C=CC=CC=1. (2) Given the product [NH:1]=[C:2]1[N:6]([CH:7]2[CH2:8][CH2:9][N:10]([C:13]3[CH:18]=[C:17]([CH3:19])[CH:16]=[CH:15][C:14]=3[NH:20][C:21](=[O:23])[CH3:22])[CH2:11][CH2:12]2)[C:5]2[CH:24]=[CH:25][CH:26]=[CH:27][C:4]=2[N:3]1[CH2:19][C:17]1[CH:18]=[CH:13][CH:14]=[C:15]2[C:16]=1[CH:28]=[CH:29][NH:30]2, predict the reactants needed to synthesize it. The reactants are: [NH2:1][C:2]1[N:6]([CH:7]2[CH2:12][CH2:11][N:10]([C:13]3[CH:18]=[C:17]([CH3:19])[CH:16]=[CH:15][C:14]=3[NH:20][C:21](=[O:23])[CH3:22])[CH2:9][CH2:8]2)[C:5]2[CH:24]=[CH:25][CH:26]=[CH:27][C:4]=2[N:3]=1.[CH3:28][C:29]#[N:30]. (3) Given the product [CH3:18][CH:8]1[C:7](=[O:19])[N:6]([CH2:5][CH2:4][C:3]([OH:20])=[O:2])[C:11]2[CH:12]=[C:13]([CH3:17])[CH:14]=[C:15]([CH3:16])[C:10]=2[O:9]1, predict the reactants needed to synthesize it. The reactants are: C[O:2][C:3](=[O:20])[CH2:4][CH2:5][N:6]1[C:11]2[CH:12]=[C:13]([CH3:17])[CH:14]=[C:15]([CH3:16])[C:10]=2[O:9][CH:8]([CH3:18])[C:7]1=[O:19].[OH-].[Na+].